From a dataset of Catalyst prediction with 721,799 reactions and 888 catalyst types from USPTO. Predict which catalyst facilitates the given reaction. Reactant: [CH2:1]([OH:4])[CH2:2][OH:3].[Cl:5][C:6]1[N:7]=[C:8]([N:21]2[CH2:24][C:23](=O)[CH2:22]2)[C:9]2[CH2:14][CH2:13][CH:12]([C:15]3[CH:20]=[CH:19][CH:18]=[CH:17][CH:16]=3)[C:10]=2[N:11]=1.CC1C=CC(S(O)(=O)=O)=CC=1.O. Product: [Cl:5][C:6]1[N:7]=[C:8]([N:21]2[CH2:24][C:23]3([O:4][CH2:1][CH2:2][O:3]3)[CH2:22]2)[C:9]2[CH2:14][CH2:13][CH:12]([C:15]3[CH:20]=[CH:19][CH:18]=[CH:17][CH:16]=3)[C:10]=2[N:11]=1. The catalyst class is: 48.